From a dataset of Full USPTO retrosynthesis dataset with 1.9M reactions from patents (1976-2016). Predict the reactants needed to synthesize the given product. (1) Given the product [CH2:4]([C@@H:5]1[C:6](=[O:7])[O:26][C:20]([C:21]([O:23][CH2:24][CH3:25])=[O:22])=[CH:19][C@@H:18]1[CH:12]1[CH2:17][CH2:16][CH2:15][CH2:14][CH2:13]1)[C:3]1[CH:8]=[CH:9][CH:10]=[CH:11][CH:2]=1, predict the reactants needed to synthesize it. The reactants are: Cl[C:2]1[CH:11]=[CH:10][CH:9]=[CH:8][C:3]=1[CH2:4][CH2:5][CH:6]=[O:7].[CH:12]1(/[CH:18]=[CH:19]/[C:20](=[O:26])[C:21]([O:23][CH2:24][CH3:25])=[O:22])[CH2:17][CH2:16][CH2:15][CH2:14][CH2:13]1. (2) Given the product [F:29][C:4]1[CH:3]=[C:2]([NH:1][C:41]([NH:40][C:38](=[O:39])[CH2:37][C:34]2[CH:35]=[CH:36][C:31]([F:30])=[CH:32][CH:33]=2)=[O:42])[CH:28]=[CH:27][C:5]=1[O:6][C:7]1[CH:12]=[CH:11][N:10]=[C:9]([NH:13][C:14]([N:16]2[CH2:17][CH2:18][N:19]([CH:22]3[CH2:23][N:24]([CH3:26])[CH2:25]3)[CH2:20][CH2:21]2)=[O:15])[CH:8]=1, predict the reactants needed to synthesize it. The reactants are: [NH2:1][C:2]1[CH:28]=[CH:27][C:5]([O:6][C:7]2[CH:12]=[CH:11][N:10]=[C:9]([NH:13][C:14]([N:16]3[CH2:21][CH2:20][N:19]([CH:22]4[CH2:25][N:24]([CH3:26])[CH2:23]4)[CH2:18][CH2:17]3)=[O:15])[CH:8]=2)=[C:4]([F:29])[CH:3]=1.[F:30][C:31]1[CH:36]=[CH:35][C:34]([CH2:37][C:38]([N:40]=[C:41]=[O:42])=[O:39])=[CH:33][CH:32]=1.C(=O)([O-])O.[Na+].C(OCC)C. (3) Given the product [O:40]1[CH2:44][CH2:43][O:42][CH:41]1[CH2:45][N:46]([CH3:47])[C:36]([C:34]1[S:33][C:31]2=[N:32][C:28]3[CH:27]=[CH:26][C:25]([CH2:24][OH:23])=[CH:39][C:29]=3[N:30]2[CH:35]=1)=[O:38], predict the reactants needed to synthesize it. The reactants are: ON1C2C=CC=CC=2N=N1.Cl.CN(C)CCCN=C=NCC.[OH:23][CH2:24][C:25]1[CH:26]=[CH:27][C:28]2[N:32]=[C:31]3[S:33][C:34]([C:36]([OH:38])=O)=[CH:35][N:30]3[C:29]=2[CH:39]=1.[O:40]1[CH2:44][CH2:43][O:42][CH:41]1[CH2:45][NH:46][CH3:47].[OH-].[Na+].